Dataset: Catalyst prediction with 721,799 reactions and 888 catalyst types from USPTO. Task: Predict which catalyst facilitates the given reaction. (1) Reactant: [C:1]1([S:7]([N:10]2[C:18]3[C:13](=[C:14]4[CH2:23][NH:22][CH2:21][CH2:20][O:19][C:15]4=[CH:16][CH:17]=3)[CH:12]=[CH:11]2)(=[O:9])=[O:8])[CH:6]=[CH:5][CH:4]=[CH:3][CH:2]=1.[C:24](O[C:24]([O:26][C:27]([CH3:30])([CH3:29])[CH3:28])=[O:25])([O:26][C:27]([CH3:30])([CH3:29])[CH3:28])=[O:25]. Product: [C:1]1([S:7]([N:10]2[C:18]3[C:13](=[C:14]4[CH2:23][N:22]([C:24]([O:26][C:27]([CH3:30])([CH3:29])[CH3:28])=[O:25])[CH2:21][CH2:20][O:19][C:15]4=[CH:16][CH:17]=3)[CH:12]=[CH:11]2)(=[O:9])=[O:8])[CH:6]=[CH:5][CH:4]=[CH:3][CH:2]=1. The catalyst class is: 2. (2) Reactant: [OH:1][CH:2]([C:10]([F:13])([F:12])[F:11])[C:3]([F:9])([F:8])[S:4]([O-:7])(=[O:6])=[O:5].[C:14]1([S+:20]([C:27]2[CH:32]=[CH:31][CH:30]=[CH:29][CH:28]=2)[C:21]2[CH:26]=[CH:25][CH:24]=[CH:23][CH:22]=2)[CH:19]=[CH:18][CH:17]=[CH:16][CH:15]=1.[Cl:33][CH2:34][C:35](Cl)=[O:36].N1C=CC=CC=1. Product: [Cl:33][CH2:34][C:35]([O:1][CH:2]([C:10]([F:13])([F:11])[F:12])[C:3]([F:8])([F:9])[S:4]([O-:7])(=[O:6])=[O:5])=[O:36].[C:27]1([S+:20]([C:14]2[CH:15]=[CH:16][CH:17]=[CH:18][CH:19]=2)[C:21]2[CH:26]=[CH:25][CH:24]=[CH:23][CH:22]=2)[CH:28]=[CH:29][CH:30]=[CH:31][CH:32]=1. The catalyst class is: 10. (3) Reactant: [C:1]([CH2:3][CH2:4][CH2:5][CH2:6][CH:7](/[CH:19]=[CH:20]/[C:21]1[CH:26]=[CH:25][CH:24]=[CH:23][C:22]=1[OH:27])[CH2:8][C:9]1[CH:18]=[CH:17][C:12]([C:13]([O:15][CH3:16])=[O:14])=[CH:11][CH:10]=1)#[N:2].[C:28]([C:32]1[CH:39]=[CH:38][C:35]([CH2:36]Br)=[CH:34][CH:33]=1)([CH3:31])([CH3:30])[CH3:29].C(=O)([O-])[O-].[K+].[K+]. Product: [C:28]([C:32]1[CH:33]=[CH:34][C:35]([CH2:36][O:27][C:22]2[CH:23]=[CH:24][CH:25]=[CH:26][C:21]=2/[CH:20]=[CH:19]/[CH:7]([CH2:6][CH2:5][CH2:4][CH2:3][C:1]#[N:2])[CH2:8][C:9]2[CH:18]=[CH:17][C:12]([C:13]([O:15][CH3:16])=[O:14])=[CH:11][CH:10]=2)=[CH:38][CH:39]=1)([CH3:31])([CH3:29])[CH3:30]. The catalyst class is: 10. (4) Reactant: C(=O)([O-])[O-].[K+].[K+].[CH3:7][O:8][C:9]1[CH:14]=[CH:13][CH:12]=[CH:11][C:10]=1[OH:15].Br[CH2:17][C:18]#[N:19]. Product: [C:18]([CH2:17][O:15][C:10]1[CH:11]=[CH:12][CH:13]=[CH:14][C:9]=1[O:8][CH3:7])#[N:19]. The catalyst class is: 21. (5) Reactant: [Cl:1][C:2]1[CH:7]=[C:6]([O:8][C:9]2[C:10]3[N:17]([CH3:18])[C:16]([CH3:19])=[CH:15][C:11]=3[N:12]=[CH:13][N:14]=2)[CH:5]=[CH:4][C:3]=1[NH:20][C:21]([NH:23][C:24]1[CH:29]=[CH:28][CH:27]=[C:26]([C:30]([F:33])([F:32])[F:31])[CH:25]=1)=[O:22].Cl.C(OCC)(=O)C. Product: [ClH:1].[Cl:1][C:2]1[CH:7]=[C:6]([O:8][C:9]2[C:10]3[N:17]([CH3:18])[C:16]([CH3:19])=[CH:15][C:11]=3[N:12]=[CH:13][N:14]=2)[CH:5]=[CH:4][C:3]=1[NH:20][C:21]([NH:23][C:24]1[CH:29]=[CH:28][CH:27]=[C:26]([C:30]([F:32])([F:31])[F:33])[CH:25]=1)=[O:22]. The catalyst class is: 8. (6) Reactant: [O:1]=[S:2]1(=[O:28])[C:7]2[CH:8]=[CH:9][CH:10]=[CH:11][C:6]=2[NH:5][C:4]([C:12]2[C:17](=[O:18])[N:16]([N:19]=[CH:20][CH:21]([CH3:23])[CH3:22])[C:15]3[CH:24]=[CH:25][S:26][C:14]=3[C:13]=2[OH:27])=[N:3]1.[CH3:29]O.[BH4-].[Li+].Cl.O1C[CH2:37][CH2:36][CH2:35]1. Product: [O:28]=[S:2]1(=[O:1])[C:7]2[CH:8]=[CH:9][CH:10]=[CH:11][C:6]=2[NH:5][C:4]([C:12]2[C:17](=[O:18])[N:16]([NH:19][CH2:20][C:21]3[CH:22]=[CH:37][CH:36]=[CH:35][C:23]=3[CH3:29])[C:15]3[CH:24]=[CH:25][S:26][C:14]=3[C:13]=2[OH:27])=[N:3]1. The catalyst class is: 6. (7) Reactant: [Cl:1][C:2]1[CH:7]=[CH:6][C:5]([CH:8]([C:26]2[CH:31]=[CH:30][C:29]([Cl:32])=[CH:28][CH:27]=2)[C:9]2[CH:10]=[C:11]3[C:16](=[CH:17][CH:18]=2)[NH:15][C:14](=[O:19])[CH:13]=[C:12]3[C:20]2[CH2:21][CH2:22][NH:23][CH2:24][CH:25]=2)=[CH:4][CH:3]=1.[S:33](O[S:33]([C:36]([F:39])([F:38])[F:37])(=[O:35])=[O:34])([C:36]([F:39])([F:38])[F:37])(=[O:35])=[O:34].C([O-])(O)=O.[Na+]. Product: [F:37][C:36]([F:39])([F:38])[S:33]([O:19][C:14]1[CH:13]=[C:12]([C:20]2[CH2:21][CH2:22][N:23]([S:33]([C:36]([F:37])([F:38])[F:39])(=[O:34])=[O:35])[CH2:24][CH:25]=2)[C:11]2[C:16](=[CH:17][CH:18]=[C:9]([CH:8]([C:5]3[CH:6]=[CH:7][C:2]([Cl:1])=[CH:3][CH:4]=3)[C:26]3[CH:27]=[CH:28][C:29]([Cl:32])=[CH:30][CH:31]=3)[CH:10]=2)[N:15]=1)(=[O:35])=[O:34]. The catalyst class is: 2.